This data is from Full USPTO retrosynthesis dataset with 1.9M reactions from patents (1976-2016). The task is: Predict the reactants needed to synthesize the given product. (1) Given the product [OH:10][CH:9]1[O:11][C@H:13]2[CH2:14][C:3]([CH:4]=[O:5])=[CH:2][C@H:12]2[CH2:8]1, predict the reactants needed to synthesize it. The reactants are: C(=O)[CH2:2][CH2:3][CH:4]=[O:5].N1[CH2:14][CH2:13][CH2:12][C@H:8]1[C:9]([OH:11])=[O:10].C1COCC1.C. (2) The reactants are: Cl[C:2]1[C:11]([CH:12]=[O:13])=[CH:10][C:9]2[C:4](=[CH:5][CH:6]=[C:7]([CH3:14])[CH:8]=2)[N:3]=1.[CH3:15][S:16]([O-:18])=[O:17].[Na+]. Given the product [CH3:15][S:16]([C:2]1[C:11]([CH:12]=[O:13])=[CH:10][C:9]2[C:4](=[CH:5][CH:6]=[C:7]([CH3:14])[CH:8]=2)[N:3]=1)(=[O:18])=[O:17], predict the reactants needed to synthesize it. (3) Given the product [CH2:22]([O:29][C:30]([N:32]1[CH2:36][CH2:35][CH2:34][CH:33]1[C:37]1[CH:42]=[CH:41][C:40]([C:9]2[CH:14]=[CH:13][CH:12]=[C:11]([NH:15][C:16]([CH:18]3[CH2:19][CH2:20]3)=[O:17])[CH:10]=2)=[CH:39][CH:38]=1)=[O:31])[C:23]1[CH:24]=[CH:25][CH:26]=[CH:27][CH:28]=1, predict the reactants needed to synthesize it. The reactants are: CC1(C)C(C)(C)OB([C:9]2[CH:10]=[C:11]([NH:15][C:16]([CH:18]3[CH2:20][CH2:19]3)=[O:17])[CH:12]=[CH:13][CH:14]=2)O1.[CH2:22]([O:29][C:30]([N:32]1[CH2:36][CH2:35][CH2:34][CH:33]1[C:37]1[CH:42]=[CH:41][C:40](Br)=[CH:39][CH:38]=1)=[O:31])[C:23]1[CH:28]=[CH:27][CH:26]=[CH:25][CH:24]=1.CN(C=O)C.